Dataset: Reaction yield outcomes from USPTO patents with 853,638 reactions. Task: Predict the reaction yield, written as a fraction of the theoretical maximum amount of product (1.0 means a 100% yield; for example, 0.34 means a 34% yield). (1) The reactants are [CH3:1]C([O-])(C)C.[K+].[CH:7]([O:10][C:11]1[C:18]([O:19][CH:20]([CH3:22])[CH3:21])=[CH:17][CH:16]=[CH:15][C:12]=1[CH:13]=O)([CH3:9])[CH3:8]. The catalyst is C(OCC)C. The product is [CH:7]([O:10][C:11]1[C:18]([O:19][CH:20]([CH3:22])[CH3:21])=[CH:17][CH:16]=[CH:15][C:12]=1[CH:13]=[CH2:1])([CH3:9])[CH3:8]. The yield is 0.700. (2) The reactants are Br.[NH2:2][C:3]1[C:4]([OH:18])=[C:5]([C:10]2[S:14][C:13]([C:15]([OH:17])=[O:16])=[CH:12][CH:11]=2)[CH:6]=[C:7]([CH3:9])[CH:8]=1.[N:19]([O-])=O.[Na+].[CH3:23][C:24]1[CH2:25][C:26](=[O:39])[N:27]([C:29]2[CH:38]=[CH:37][C:36]3[CH2:35][CH2:34][CH2:33][CH2:32][C:31]=3[CH:30]=2)[N:28]=1.C(=O)(O)[O-].[Na+]. The catalyst is Cl.C(O)C. The product is [OH:18][C:4]1[C:3]([NH:2][N:19]=[C:25]2[C:26](=[O:39])[N:27]([C:29]3[CH:38]=[CH:37][C:36]4[CH2:35][CH2:34][CH2:33][CH2:32][C:31]=4[CH:30]=3)[N:28]=[C:24]2[CH3:23])=[CH:8][C:7]([CH3:9])=[CH:6][C:5]=1[C:10]1[S:14][C:13]([C:15]([OH:17])=[O:16])=[CH:12][CH:11]=1. The yield is 0.181. (3) The reactants are [Cl:1][C:2]1[CH:3]=[C:4]([C:13]([NH:15][CH2:16][CH:17]2[CH2:22][CH2:21][N:20](C(OC(C)(C)C)=O)[CH2:19][CH2:18]2)=[O:14])[C:5](=[O:12])[N:6]([CH:9]([CH3:11])[CH3:10])[C:7]=1[CH3:8].C(=O)([O-])[O-].[K+].[K+]. The catalyst is CO.Cl. The product is [Cl:1][C:2]1[CH:3]=[C:4]([C:13]([NH:15][CH2:16][CH:17]2[CH2:22][CH2:21][NH:20][CH2:19][CH2:18]2)=[O:14])[C:5](=[O:12])[N:6]([CH:9]([CH3:10])[CH3:11])[C:7]=1[CH3:8]. The yield is 0.940. (4) The reactants are C([N:8]1[CH2:14][C:13]2[CH:15]=[CH:16][C:17]([Br:19])=[CH:18][C:12]=2[O:11][CH2:10][CH2:9]1)C1C=CC=CC=1.ClC(OC(Cl)C)=O.[OH-].[Na+].[C:40]([O:39][C:37](O[C:37]([O:39][C:40]([CH3:43])([CH3:42])[CH3:41])=[O:38])=[O:38])([CH3:43])([CH3:42])[CH3:41]. The catalyst is ClCCCl.O.O1CCOCC1. The product is [Br:19][C:17]1[CH:16]=[CH:15][C:13]2[CH2:14][N:8]([C:37]([O:39][C:40]([CH3:41])([CH3:42])[CH3:43])=[O:38])[CH2:9][CH2:10][O:11][C:12]=2[CH:18]=1. The yield is 0.650. (5) The reactants are [NH2:1][C:2]1[CH:7]=[CH:6][C:5]([C:8]2[CH:16]=[CH:15][C:11]([C:12]([NH2:14])=[O:13])=[C:10]([C:17]3[CH:22]=[CH:21][C:20]([O:23][C:24]4[CH:29]=[CH:28][CH:27]=[CH:26][CH:25]=4)=[CH:19][CH:18]=3)[N:9]=2)=[CH:4][CH:3]=1.[O:30](C1C=CC(C2N=C(C3CCNC3)C=CC=2C(N)=O)=CC=1)[C:31]1C=CC=[CH:33][CH:32]=1. The catalyst is C(Cl)Cl. The product is [C:31]([NH:1][C:2]1[CH:3]=[CH:4][C:5]([C:8]2[CH:16]=[CH:15][C:11]([C:12]([NH2:14])=[O:13])=[C:10]([C:17]3[CH:22]=[CH:21][C:20]([O:23][C:24]4[CH:25]=[CH:26][CH:27]=[CH:28][CH:29]=4)=[CH:19][CH:18]=3)[N:9]=2)=[CH:6][CH:7]=1)(=[O:30])[CH:32]=[CH2:33]. The yield is 0.100. (6) The reactants are [CH3:1][C:2]1[CH:7]=[C:6]([O:8][CH3:9])[CH:5]=[CH:4][C:3]=1[O:10][CH3:11].[N+:12]([O-])([OH:14])=[O:13]. The catalyst is C(O)(=O)C. The product is [CH3:1][C:2]1[CH:7]=[C:6]([O:8][CH3:9])[C:5]([N+:12]([O-:14])=[O:13])=[CH:4][C:3]=1[O:10][CH3:11]. The yield is 0.960. (7) The reactants are Br[C:2]1[N:6]([CH:7]([CH3:9])[CH3:8])[N:5]=[CH:4][C:3]=1[CH2:10][C:11]1([N:24]=[C:25]=[O:26])[CH2:16][CH2:15][N:14]([C:17]([O:19][C:20]([CH3:23])([CH3:22])[CH3:21])=[O:18])[CH2:13][CH2:12]1.C([Li])(C)(C)C. The catalyst is CC1CCCO1. The product is [CH:7]([N:6]1[C:2]2[C:25](=[O:26])[NH:24][C:11]3([CH2:16][CH2:15][N:14]([C:17]([O:19][C:20]([CH3:21])([CH3:23])[CH3:22])=[O:18])[CH2:13][CH2:12]3)[CH2:10][C:3]=2[CH:4]=[N:5]1)([CH3:8])[CH3:9]. The yield is 0.670. (8) The reactants are [CH3:1][C:2]1[C:10]([C:11]2[N:12]=[CH:13][C:14]([NH2:17])=[N:15][CH:16]=2)=[CH:9][C:8]2[CH2:7][CH2:6][O:5][C:4]=2[CH:3]=1.[F:18][C:19]1[CH:27]=[CH:26][CH:25]=[C:24]([F:28])[C:20]=1[C:21](Cl)=[O:22].CCN(C(C)C)C(C)C.C([O-])(O)=O.[Na+].C(Cl)Cl. The catalyst is C(Cl)Cl. The product is [F:18][C:19]1[CH:27]=[CH:26][CH:25]=[C:24]([F:28])[C:20]=1[C:21]([NH:17][C:14]1[CH:13]=[N:12][C:11]([C:10]2[C:2]([CH3:1])=[CH:3][C:4]3[O:5][CH2:6][CH2:7][C:8]=3[CH:9]=2)=[CH:16][N:15]=1)=[O:22]. The yield is 0.753.